Task: Predict the product of the given reaction.. Dataset: Forward reaction prediction with 1.9M reactions from USPTO patents (1976-2016) Given the reactants [CH2:1]([O:5][C:6]1[CH:11]=[CH:10][C:9]([S:12]([N:15]([CH3:28])[CH:16]([C:21]2[CH:26]=[CH:25][C:24]([Cl:27])=[CH:23][CH:22]=2)[C:17]([O:19]C)=[O:18])(=[O:14])=[O:13])=[CH:8][CH:7]=1)[C:2]#[C:3][CH3:4].[OH-].[Li+], predict the reaction product. The product is: [CH2:1]([O:5][C:6]1[CH:7]=[CH:8][C:9]([S:12]([N:15]([CH3:28])[CH:16]([C:21]2[CH:26]=[CH:25][C:24]([Cl:27])=[CH:23][CH:22]=2)[C:17]([OH:19])=[O:18])(=[O:13])=[O:14])=[CH:10][CH:11]=1)[C:2]#[C:3][CH3:4].